Task: Binary Classification. Given a drug SMILES string, predict its activity (active/inactive) in a high-throughput screening assay against a specified biological target.. Dataset: Tyrosyl-DNA phosphodiesterase HTS with 341,365 compounds The molecule is O(c1cc(cc(c1)C)C)CC(=O)Nc1cc(ccc1)c1oc(nn1)c1occc1. The result is 0 (inactive).